This data is from Full USPTO retrosynthesis dataset with 1.9M reactions from patents (1976-2016). The task is: Predict the reactants needed to synthesize the given product. (1) Given the product [C:49]([N:16]1[CH2:17][CH2:18][C:13]([NH:19][C:20]([C:22]2[N:26]3[C@@:27]([CH2:40][C:41]4[CH:46]=[CH:45][C:44]([C:47]#[N:48])=[CH:43][CH:42]=4)([CH3:39])[C:28](=[O:38])[N:29]([C:30]4[CH:35]=[C:34]([Cl:36])[CH:33]=[C:32]([Cl:37])[CH:31]=4)[C:25]3=[N:24][CH:23]=2)=[O:21])([C:11](=[O:12])[NH:10][C:7]2([C:2]3[CH:3]=[CH:4][CH:5]=[CH:6][N:1]=3)[CH2:9][CH2:8]2)[CH2:14][CH2:15]1)(=[O:51])[CH3:50], predict the reactants needed to synthesize it. The reactants are: [N:1]1[CH:6]=[CH:5][CH:4]=[CH:3][C:2]=1[C:7]1([NH:10][C:11]([C:13]2([NH:19][C:20]([C:22]3[N:26]4[C@@:27]([CH2:40][C:41]5[CH:46]=[CH:45][C:44]([C:47]#[N:48])=[CH:43][CH:42]=5)([CH3:39])[C:28](=[O:38])[N:29]([C:30]5[CH:35]=[C:34]([Cl:36])[CH:33]=[C:32]([Cl:37])[CH:31]=5)[C:25]4=[N:24][CH:23]=3)=[O:21])[CH2:18][CH2:17][NH:16][CH2:15][CH2:14]2)=[O:12])[CH2:9][CH2:8]1.[C:49](OC(=O)C)(=[O:51])[CH3:50]. (2) Given the product [CH2:15]([O:8][C:5]1[CH:6]=[CH:7][C:2]([CH3:1])=[CH:3][C:4]=1[N+:9]([O-:11])=[O:10])[CH:14]=[CH2:13], predict the reactants needed to synthesize it. The reactants are: [CH3:1][C:2]1[CH:7]=[CH:6][C:5]([OH:8])=[C:4]([N+:9]([O-:11])=[O:10])[CH:3]=1.Br[CH2:13][CH:14]=[CH2:15].C([O-])([O-])=O.[K+].[K+].O. (3) Given the product [Br:1][C:2]1[C:7]([SiH:20]([CH3:22])[CH3:14])=[CH:6][C:5]([CH:9]2[CH2:26][CH2:25][CH2:12][CH2:11][CH2:10]2)=[CH:4][N:3]=1, predict the reactants needed to synthesize it. The reactants are: [Br:1][C:2]1[CH:7]=[CH:6][C:5](Br)=[CH:4][N:3]=1.[CH2:9]([Li])[CH2:10][CH2:11][CH3:12].[CH:14]1([Si:20](C)([CH3:22])Cl)CCCCC1.O.[CH2:25](OCC)[CH3:26]. (4) Given the product [Br-:18].[CH2:11]([N+:7]1[CH:6]=[C:5]2[O:1][N:2]=[C:3]([OH:10])[C:4]2=[CH:9][CH:8]=1)[C:12]1[CH:17]=[CH:16][CH:15]=[CH:14][CH:13]=1, predict the reactants needed to synthesize it. The reactants are: [O:1]1[C:5]2=[CH:6][N:7]=[CH:8][CH:9]=[C:4]2[C:3]([OH:10])=[N:2]1.[CH2:11]([Br:18])[C:12]1[CH:17]=[CH:16][CH:15]=[CH:14][CH:13]=1.CC(C)=O.